The task is: Predict the reaction yield, written as a fraction of the theoretical maximum amount of product (1.0 means a 100% yield; for example, 0.34 means a 34% yield).. This data is from Reaction yield outcomes from USPTO patents with 853,638 reactions. (1) The reactants are C([Li])CCC.Br[C:7]1[C:11]([Br:12])=[C:10]([CH3:13])[S:9][C:8]=1[CH3:14].[O:15]1[CH:20]2[CH:16]1[CH2:17][O:18][CH2:19]2.B(F)(F)F.CCOCC.[Cl-].[NH4+]. The catalyst is C1COCC1. The product is [Br:12][C:11]1[C:7]([C@@H:20]2[CH2:19][O:18][CH2:17][C@H:16]2[OH:15])=[C:8]([CH3:14])[S:9][C:10]=1[CH3:13]. The yield is 0.640. (2) The reactants are [CH3:1][C:2]1[O:6][N:5]=[C:4]([C:7]2[CH:12]=[CH:11][CH:10]=[CH:9][CH:8]=2)[C:3]=1[CH2:13][O:14][C:15]1[CH:23]=[CH:22][C:18]([C:19]([OH:21])=O)=[CH:17][N:16]=1.Cl.[C:25]([O:29][C:30](=[O:33])[CH2:31][NH2:32])([CH3:28])([CH3:27])[CH3:26]. No catalyst specified. The product is [C:25]([O:29][C:30](=[O:33])[CH2:31][NH:32][C:19]([C:18]1[CH:17]=[N:16][C:15]([O:14][CH2:13][C:3]2[C:4]([C:7]3[CH:8]=[CH:9][CH:10]=[CH:11][CH:12]=3)=[N:5][O:6][C:2]=2[CH3:1])=[CH:23][CH:22]=1)=[O:21])([CH3:28])([CH3:27])[CH3:26]. The yield is 0.810. (3) The reactants are O(S(C(F)(F)F)(=O)=O)S(C(F)(F)F)(=O)=O.[CH2:16]([O:23][N:24]1[C:30](=[O:31])[N:29]2[CH2:32][C@H:25]1[CH2:26][CH2:27][C@H:28]2[C:33]([NH:35][NH:36][C:37](=O)[CH2:38][CH2:39][CH2:40][NH:41][C:42](=[O:48])[O:43][C:44]([CH3:47])([CH3:46])[CH3:45])=[O:34])[C:17]1[CH:22]=[CH:21][CH:20]=[CH:19][CH:18]=1.C([O-])(O)=O.[Na+]. The catalyst is C(Cl)Cl. The product is [CH2:16]([O:23][N:24]1[C:30](=[O:31])[N:29]2[CH2:32][C@H:25]1[CH2:26][CH2:27][C@H:28]2[C:33]1[O:34][C:37]([CH2:38][CH2:39][CH2:40][NH:41][C:42](=[O:48])[O:43][C:44]([CH3:46])([CH3:47])[CH3:45])=[N:36][N:35]=1)[C:17]1[CH:22]=[CH:21][CH:20]=[CH:19][CH:18]=1. The yield is 0.540. (4) The reactants are COC1C=C(OC)C=CC=1C[N:6]1[C:14]([C:15]2[CH:20]=[CH:19][N:18]=[CH:17][CH:16]=2)=[N:13][C:12]2[C:7]1=[N:8][C:9]([NH:21][C:22]1[CH:27]=[CH:26][C:25]([F:28])=[CH:24][CH:23]=1)=[N:10][CH:11]=2.[SiH](CC)(CC)CC. The catalyst is C(Cl)Cl.C(O)(C(F)(F)F)=O. The product is [F:28][C:25]1[CH:26]=[CH:27][C:22]([NH:21][C:9]2[N:8]=[C:7]3[C:12]([N:13]=[C:14]([C:15]4[CH:20]=[CH:19][N:18]=[CH:17][CH:16]=4)[NH:6]3)=[CH:11][N:10]=2)=[CH:23][CH:24]=1. The yield is 0.240. (5) The reactants are C[O:2][C:3]([C:5]1[N:6]([CH3:26])[N:7]=[C:8]([O:10][CH2:11][C:12]2[C:13]([C:19]3[CH:24]=[CH:23][C:22]([Cl:25])=[CH:21][CH:20]=3)=[N:14][O:15][C:16]=2[CH2:17][OH:18])[CH:9]=1)=O.CO[C:29]([C:31]1[N:32](C)N=C(OC[C:35]2[C:31]([C:29]3C=CC(F)=CC=3)=[N:32]OC=2CO)[CH:35]=1)=O.C(N)(C)C. The product is [CH:31]([NH:32][C:3]([C:5]1[N:6]([CH3:26])[N:7]=[C:8]([O:10][CH2:11][C:12]2[C:13]([C:19]3[CH:24]=[CH:23][C:22]([Cl:25])=[CH:21][CH:20]=3)=[N:14][O:15][C:16]=2[CH2:17][OH:18])[CH:9]=1)=[O:2])([CH3:35])[CH3:29]. The yield is 0.560. No catalyst specified.